From a dataset of Catalyst prediction with 721,799 reactions and 888 catalyst types from USPTO. Predict which catalyst facilitates the given reaction. (1) Reactant: [C:1]([C:5]1[CH:10]=[CH:9][C:8]([C:11]2[C:12]3[CH:19]=[C:18]([CH:20]([CH3:22])[CH3:21])[CH2:17][C:13]=3[S:14][C:15]=2[CH3:16])=[CH:7][CH:6]=1)([CH3:4])([CH3:3])[CH3:2].C([Li])CCC.[Cl:28][Si:29](Cl)([CH3:31])[CH3:30]. Product: [C:1]([C:5]1[CH:6]=[CH:7][C:8]([C:11]2[C:12]3[CH:19]=[C:18]([CH:20]([CH3:22])[CH3:21])[CH:17]([Si:29]([Cl:28])([CH3:31])[CH3:30])[C:13]=3[S:14][C:15]=2[CH3:16])=[CH:9][CH:10]=1)([CH3:4])([CH3:3])[CH3:2]. The catalyst class is: 182. (2) Reactant: S(Cl)([Cl:3])=O.CN(C)C=O.[CH3:10][O:11][C:12]1[CH:13]=[C:14]([C:18]2[C:19]([C:24]([OH:26])=O)=[N:20][CH:21]=[CH:22][CH:23]=2)[CH:15]=[CH:16][CH:17]=1. Product: [CH3:10][O:11][C:12]1[CH:13]=[C:14]([C:18]2[C:19]([C:24]([Cl:3])=[O:26])=[N:20][CH:21]=[CH:22][CH:23]=2)[CH:15]=[CH:16][CH:17]=1. The catalyst class is: 4. (3) Product: [CH2:1]([O:5][C:6]([C:8]1[N:13]=[C:12]([C:14]2[CH:15]=[CH:16][CH:17]=[CH:18][CH:19]=2)[C:11]2[C:20]([CH3:23])=[N:21][S:22][C:10]=2[C:9]=1[O:24][C:27](=[O:28])[C:26]([CH3:31])([CH3:30])[CH3:25])=[O:7])[CH2:2][CH2:3][CH3:4]. The catalyst class is: 2. Reactant: [CH2:1]([O:5][C:6]([C:8]1[N:13]=[C:12]([C:14]2[CH:19]=[CH:18][CH:17]=[CH:16][CH:15]=2)[C:11]2[C:20]([CH3:23])=[N:21][S:22][C:10]=2[C:9]=1[OH:24])=[O:7])[CH2:2][CH2:3][CH3:4].[CH3:25][C:26]([CH3:31])([CH3:30])[C:27](Cl)=[O:28].CCN(CC)CC.